Predict the product of the given reaction. From a dataset of Forward reaction prediction with 1.9M reactions from USPTO patents (1976-2016). Given the reactants [Cl:1][C:2]1[CH:7]=[CH:6][C:5]([C:8]2[S:12][C:11]([C:13]([O:15]C)=O)=[C:10]([N:17]=[CH:18][N:19]([CH3:21])C)[CH:9]=2)=[CH:4][CH:3]=1.Cl.NC[CH2:25][C:26]1[CH:38]=[CH:37][C:29]([CH2:30][N:31]2[CH2:35][CH2:34][CH2:33][C:32]2=[O:36])=[CH:28][CH:27]=1.C(N(CC)C(C)C)(C)C.C(O)C, predict the reaction product. The product is: [Cl:1][C:2]1[CH:3]=[CH:4][C:5]([C:8]2[S:12][C:11]3[C:13](=[O:15])[N:19]([CH2:21][CH2:25][C:26]4[CH:27]=[CH:28][C:29]([CH2:30][N:31]5[CH2:35][CH2:34][CH2:33][C:32]5=[O:36])=[CH:37][CH:38]=4)[CH:18]=[N:17][C:10]=3[CH:9]=2)=[CH:6][CH:7]=1.